Dataset: Retrosynthesis with 50K atom-mapped reactions and 10 reaction types from USPTO. Task: Predict the reactants needed to synthesize the given product. (1) Given the product CN(C)C1(c2ccccc2)CCC(NCCc2c[nH]c3ccc(OCc4ccccc4)cc23)CC1, predict the reactants needed to synthesize it. The reactants are: CN(C)C1(c2ccccc2)CCC(=O)CC1.NCCc1c[nH]c2ccc(OCc3ccccc3)cc12. (2) Given the product CC(C)(C)OC(=O)NCC[C@H](N)C(=O)NCC(O)CNC(=O)OC(C)(C)C, predict the reactants needed to synthesize it. The reactants are: CC(C)(C)OC(=O)NCC[C@H](NC(=O)OCc1ccccc1)C(=O)NCC(O)CNC(=O)OC(C)(C)C.